From a dataset of Reaction yield outcomes from USPTO patents with 853,638 reactions. Predict the reaction yield, written as a fraction of the theoretical maximum amount of product (1.0 means a 100% yield; for example, 0.34 means a 34% yield). The reactants are [CH:1]1([CH2:6][CH:7]([C:17]2[CH:22]=[CH:21][C:20]([N+:23]([O-])=O)=[CH:19][CH:18]=2)[C:8]([NH:10][C:11]2[CH:16]=[CH:15][CH:14]=[CH:13][N:12]=2)=[O:9])[CH2:5][CH2:4][CH2:3][CH2:2]1.[H][H]. The catalyst is C(OCC)(=O)C.CO.[Pd]. The product is [NH2:23][C:20]1[CH:19]=[CH:18][C:17]([CH:7]([CH2:6][CH:1]2[CH2:5][CH2:4][CH2:3][CH2:2]2)[C:8]([NH:10][C:11]2[CH:16]=[CH:15][CH:14]=[CH:13][N:12]=2)=[O:9])=[CH:22][CH:21]=1. The yield is 0.843.